Task: Predict the product of the given reaction.. Dataset: Forward reaction prediction with 1.9M reactions from USPTO patents (1976-2016) (1) Given the reactants [CH3:1][C@@H:2]1[CH2:6][O:5][C:4](=[O:7])[N:3]1[CH2:8][C:9]1[CH:17]=[CH:16][C:12]([C:13]([OH:15])=O)=[CH:11][CH:10]=1.[CH:18]1([C:21]2[CH:22]=[C:23]([CH3:33])[C:24]([N:27]3[CH2:32][CH2:31][NH:30][CH2:29][CH2:28]3)=[N:25][CH:26]=2)[CH2:20][CH2:19]1, predict the reaction product. The product is: [CH:18]1([C:21]2[CH:22]=[C:23]([CH3:33])[C:24]([N:27]3[CH2:28][CH2:29][N:30]([C:13]([C:12]4[CH:11]=[CH:10][C:9]([CH2:8][N:3]5[C@H:2]([CH3:1])[CH2:6][O:5][C:4]5=[O:7])=[CH:17][CH:16]=4)=[O:15])[CH2:31][CH2:32]3)=[N:25][CH:26]=2)[CH2:20][CH2:19]1. (2) Given the reactants [S:1]1[CH:5]=[CH:4][C:3]2[C:6]([N:10]3[CH2:15][CH2:14][N:13]([CH2:16][CH2:17][CH2:18][CH2:19][O:20][C:21]4[CH:30]=[C:29]5[C:24]([CH2:25][CH2:26][C:27](=[O:33])[N:28]5[CH2:31][OH:32])=[CH:23][CH:22]=4)[CH2:12][CH2:11]3)=[CH:7][CH:8]=[CH:9][C:2]1=2.[CH:34]1([C:39](O)=[O:40])[CH2:38][CH2:37][CH2:36][CH2:35]1.[Cl-].ClC1N(C)C=C[N+]=1C.C(N(CC)CC)C, predict the reaction product. The product is: [S:1]1[CH:5]=[CH:4][C:3]2[C:6]([N:10]3[CH2:15][CH2:14][N:13]([CH2:16][CH2:17][CH2:18][CH2:19][O:20][C:21]4[CH:30]=[C:29]5[C:24]([CH2:25][CH2:26][C:27](=[O:33])[N:28]5[CH2:31][O:32][C:39]([CH:34]5[CH2:38][CH2:37][CH2:36][CH2:35]5)=[O:40])=[CH:23][CH:22]=4)[CH2:12][CH2:11]3)=[CH:7][CH:8]=[CH:9][C:2]1=2. (3) Given the reactants Cl[C:2]1[CH:7]=[CH:6][C:5]([C:8]2[C:17]3[C:12](=[CH:13][C:14]([S:18]([NH:21][C:22]4[S:26][N:25]=[CH:24][N:23]=4)(=[O:20])=[O:19])=[CH:15][CH:16]=3)[N:11]=[CH:10][N:9]=2)=[C:4]([O:27][CH3:28])[CH:3]=1.[F:29][C:30]1[CH:31]=[C:32](B(O)O)[CH:33]=[CH:34][CH:35]=1.C1(P(C2CCCCC2)C2C=CC=CC=2C2C(OC)=CC=CC=2OC)CCCCC1.P([O-])([O-])([O-])=O.[K+].[K+].[K+], predict the reaction product. The product is: [F:29][C:30]1[CH:35]=[C:34]([C:2]2[CH:7]=[CH:6][C:5]([C:8]3[C:17]4[C:12](=[CH:13][C:14]([S:18]([NH:21][C:22]5[S:26][N:25]=[CH:24][N:23]=5)(=[O:20])=[O:19])=[CH:15][CH:16]=4)[N:11]=[CH:10][N:9]=3)=[C:4]([O:27][CH3:28])[CH:3]=2)[CH:33]=[CH:32][CH:31]=1. (4) Given the reactants [I-:1].[K+].N([O-])=O.[Na+].N[C:8]1[CH:15]=[C:14]([C:16]([F:19])([F:18])[F:17])[CH:13]=[CH:12][C:9]=1[C:10]#[N:11].O, predict the reaction product. The product is: [I:1][C:8]1[CH:15]=[C:14]([C:16]([F:19])([F:18])[F:17])[CH:13]=[CH:12][C:9]=1[C:10]#[N:11].